From a dataset of Forward reaction prediction with 1.9M reactions from USPTO patents (1976-2016). Predict the product of the given reaction. (1) Given the reactants Cl[C:2]([O:4][CH2:5][Cl:6])=[O:3].[CH3:7][C@H:8]1[CH2:13][CH2:12][CH2:11][C@@H:10]([CH3:14])[NH:9]1.Cl, predict the reaction product. The product is: [CH3:7][C@H:8]1[CH2:13][CH2:12][CH2:11][C@@H:10]([CH3:14])[N:9]1[C:2]([O:4][CH2:5][Cl:6])=[O:3]. (2) Given the reactants [CH2:1]=O.[CH3:3][CH:4]1[CH2:9][NH:8][CH2:7][CH2:6][N:5]1[C:10]([O:12][C:13]([CH3:16])([CH3:15])[CH3:14])=[O:11].[F:17][C:18]([F:28])([F:27])[C:19]1[CH:24]=[CH:23][C:22]([N+:25]#[C-:26])=[CH:21][CH:20]=1.C[Si]([N:33]=[N+:34]=[N-:35])(C)C, predict the reaction product. The product is: [CH3:3][CH:4]1[CH2:9][N:8]([CH2:1][C:26]2[N:25]([C:22]3[CH:21]=[CH:20][C:19]([C:18]([F:27])([F:28])[F:17])=[CH:24][CH:23]=3)[N:35]=[N:34][N:33]=2)[CH2:7][CH2:6][N:5]1[C:10]([O:12][C:13]([CH3:15])([CH3:14])[CH3:16])=[O:11]. (3) Given the reactants [Br:1][C:2]1[CH:7]=[CH:6][C:5](/[CH:8]=[CH:9]/[CH2:10][OH:11])=[CH:4][CH:3]=1.[Cr](O[Cr]([O-])(=O)=O)([O-])(=O)=O.[NH+]1C=CC=CC=1.[NH+]1C=CC=CC=1.CCCCCC, predict the reaction product. The product is: [Br:1][C:2]1[CH:3]=[CH:4][C:5](/[CH:8]=[CH:9]/[CH:10]=[O:11])=[CH:6][CH:7]=1. (4) Given the reactants [NH2:1][C:2]1[S:3][C:4]2[C:9]([N:10]=1)=[CH:8][CH:7]=[C:6]([O:11][C:12]1[CH:13]=[C:14]([NH:19][C:20](=[O:31])[C:21]3[CH:26]=[CH:25][CH:24]=[C:23]([C:27]([F:30])([F:29])[F:28])[CH:22]=3)[CH:15]=[CH:16][C:17]=1[CH3:18])[N:5]=2.[CH:32]1([C:35](Cl)=[O:36])[CH2:34][CH2:33]1, predict the reaction product. The product is: [CH:32]1([C:35]([NH:1][C:2]2[S:3][C:4]3[C:9]([N:10]=2)=[CH:8][CH:7]=[C:6]([O:11][C:12]2[CH:13]=[C:14]([NH:19][C:20](=[O:31])[C:21]4[CH:26]=[CH:25][CH:24]=[C:23]([C:27]([F:30])([F:29])[F:28])[CH:22]=4)[CH:15]=[CH:16][C:17]=2[CH3:18])[N:5]=3)=[O:36])[CH2:34][CH2:33]1. (5) Given the reactants [C:1]([OH:7])([C:3]([F:6])([F:5])[F:4])=[O:2].C(OC([N:15]1[CH2:20][CH2:19][C@H:18]([N:21]2[C:33]3[C:32]4[CH:31]=[C:30]([C:34]5[CH:39]=[CH:38][C:37]([O:40][C:41]6[N:46]=[CH:45][CH:44]=[CH:43][N:42]=6)=[CH:36][C:35]=5[Cl:47])[C:29]([F:48])=[CH:28][C:27]=4[N:26]=[CH:25][C:24]=3[N:23]=[C:22]2[CH3:49])[C@@H:17]([F:50])[CH2:16]1)=O)(C)(C)C.CO.C(Cl)Cl, predict the reaction product. The product is: [C:1]([OH:7])([C:3]([F:6])([F:5])[F:4])=[O:2].[Cl:47][C:35]1[CH:36]=[C:37]([O:40][C:41]2[N:46]=[CH:45][CH:44]=[CH:43][N:42]=2)[CH:38]=[CH:39][C:34]=1[C:30]1[C:29]([F:48])=[CH:28][C:27]2[N:26]=[CH:25][C:24]3[N:23]=[C:22]([CH3:49])[N:21]([C@H:18]4[CH2:19][CH2:20][NH:15][CH2:16][C@@H:17]4[F:50])[C:33]=3[C:32]=2[CH:31]=1.